From a dataset of Experimentally validated miRNA-target interactions with 360,000+ pairs, plus equal number of negative samples. Binary Classification. Given a miRNA mature sequence and a target amino acid sequence, predict their likelihood of interaction. (1) The miRNA is hsa-miR-125b-1-3p with sequence ACGGGUUAGGCUCUUGGGAGCU. The protein sequence of the target gene is MGPLINRCKKILLPTTVPPATMRIWLLGGLLPFLLLLSGLQRPTEGSEVAIKIDFDFAPGSFDDQYQGCSKQVMEKLTQGDYFTKDIEAQKNYFRMWQKAHLAWLNQGKVLPQNMTTTHAVAILFYTLNSNVHSDFTRAMASVARTPQQYERSFHFKYLHYYLTSAIQLLRKDSIMENGTLCYEVHYRTKDVHFNAYTGATIRFGQFLSTSLLKEEAQEFGNQTLFTIFTCLGAPVQYFSLKKEVLIPPYELFKVINMSYHPRGNWLQLRSTGNLSTYNCQLLKASSKKCIPDPIAIASL.... Result: 1 (interaction). (2) The miRNA is hsa-miR-6715b-3p with sequence CUCAAACCGGCUGUGCCUGUGG. The protein sequence of the target gene is MGLIFAKLWSLFCNQEHKVIIVGLDNAGKTTILYQFLMNEVVHTSPTIGSNVEEIVVKNTHFLMWDIGGQESLRSSWNTYYSNTEFIILVVDSIDRERLAITKEELYRMLAHEDLRKAAVLIFANKQDMKGCMTAAEISKYLTLSSIKDHPWHIQSCCALTGEGLCQGLEWMTSRIGVR. Result: 0 (no interaction). (3) The miRNA is hsa-miR-106b-3p with sequence CCGCACUGUGGGUACUUGCUGC. The protein sequence of the target gene is MNHLEGSAEVEVTDEAAGGEVNESVEADLEHPEVEEEQQQPPQQQHYVGRHQRGRALEDLRAQLGQEEEERGECLARSASTESGFHNHTDTAEGDVIAAARDGYDAERAQDPEDESAYAVQYRPEAEEYTEQAEAEHAEATHRRALPNHLHFHSLEHEEAMNAAYSGYVYTHRLFHRGEDEPYSEPYADYGGLQEHVYEEIGDAPELDARDGLRLYEQERDEAAAYRQEALGARLHHYDERSDGESDSPEKEAEFAPYPRMDSYEQEEDIDQIVAEVKQSMSSQSLDKAAEDMPEAEQDL.... Result: 0 (no interaction). (4) The miRNA is hsa-miR-92a-3p with sequence UAUUGCACUUGUCCCGGCCUGU. The protein sequence of the target gene is MSCVPWKGDKAKSESLELPQAAPPQIYHEKQRRELCALHALNNVFQDSNAFTRDTLQEIFQRLSPNTMVTPHKKSMLGNGNYDVNVIMAALQTKGYEAVWWDKRRDVGVIALTNVMGFIMNLPSSLCWGPLKLPLKRQHWICVREVGGAYYNLDSKLKMPEWIGGESELRKFLKHHLRGKNCELLLVVPEEVEAHQSWRTDV. Result: 1 (interaction). (5) The miRNA is hsa-miR-671-5p with sequence AGGAAGCCCUGGAGGGGCUGGAG. The protein sequence of the target gene is MGKMAAAVGSVATLATEPGEDAFRKLFRFYRQSRPGTADLEGVIDFSAAHAARGKGPGAQKVIKSQLNVSSVSEQNAYRAGLQPVSKWQAYGLKGYPGFIFIPNPFLPGYQWHWVKQCLKLYSQKPNVCNLDKHMSKEETQDLWEQSKEFLRYKEATKRRPRSLLEKLRWVTVGYHYNWDSKKYSADHYTPFPSDLGFLSEQVAAACGFEDFRAEAGILNYYRLDSTLGIHVDRSELDHSKPLLSFSFGQSAIFLLGGLQRDEAPTAMFMHSGDIMIMSGFSRLLNHAVPRVLPNPEGEG.... Result: 0 (no interaction). (6) The miRNA is hsa-miR-183-5p with sequence UAUGGCACUGGUAGAAUUCACU. The protein sequence of the target gene is MASVAAARAVPVGSGLRGLQRTLPLVVILGATGTGKSTLALQLGQRLGGEIVSADSMQVYEGLDIITNKVSAQEQRICRHHMISFVDPLVTNYTVVDFRNRATALIEDIFARDKIPIVVGGTNYYIESLLWKVLVNTKPQEMGTEKVIDRKVELEKEDGLVLHKRLSQVDPEMAAKLHPHDKRKVARSLQVFEETGISHSEFLHRQHTEEGGGPLGGPLKFSNPCILWLHADQAVLDERLDKRVDDMLAAGLLEELRDFHRRYNQKNVSENSQDYQHGIFQSIGFKEFHEYLITEGKCTL.... Result: 1 (interaction). (7) The miRNA is hsa-miR-192-5p with sequence CUGACCUAUGAAUUGACAGCC. The protein sequence of the target gene is MAPPAAPGRDRVGREDEDGWETRGDRKARKPLVEKKRRARINESLQELRLLLAGAEVQAKLENAEVLELTVRRVQGVLRGRAREREQLQAEASERFAAGYIQCMHEVHTFVSTCQAIDATVAAELLNHLLESMPLREGSSFQDLLGDALAGPPRAPGRSGWPAGGAPGSPIPSPPGPGDDLCSDLEEAPEAELSQAPAEGPDLVPAALGSLTTAQIARSVWRPW. Result: 1 (interaction). (8) The miRNA is hsa-miR-555 with sequence AGGGUAAGCUGAACCUCUGAU. The protein sequence of the target gene is MSKTFLRPKVSSTKVTDWVDPSFDDFLECSGVSTITATSLGVNNSSHRRKNGPSTLESSRFPARKRGNLSSLEQIYGLENSKEYLSENEPWVDKYKPETQHELAVHKKKIEEVETWLKAQVLERQPKQGGSILLITGPPGCGKTTTLKILSKEHGIQVQEWINPVLPDFQKDDFKGMFNTESSFHMFPYQSQIAVFKEFLLRATKYNKLQMLGDDLRTDKKIILVEDLPNQFYRDSHTLHEVLRKYVRIGRCPLIFIISDSLSGDNNQRLLFPKEIQEECSISNISFNPVAPTIMMKFLN.... Result: 0 (no interaction). (9) The miRNA is hsa-miR-7114-5p with sequence UCUGUGGAGUGGGGUGCCUGU. The protein sequence of the target gene is MDLQGRGVPSIDRLRVLLMLFHTMAQIMAEQEVENLSGLSTNPEKDIFVVRENGTTCLMAEFAAKFIVPYDVWASNYVDLITEQADIALTRGAEVKGRCGHSQSELQVFWVDRAYALKMLFVKESHNMSKGPEATWRLSKVQFVYDSSEKTHFKDAVSAGKHTANSHHLSALVTPAGKSYECQAQQTISLASSDPQKTVTMILSAVHIQPFDIISDFVFSEEHKCPVDEREQLEETLPLILGLILGLVIMVTLAIYHVHHKMTANQVQIPRDRSQYKHMG. Result: 0 (no interaction).